From a dataset of Full USPTO retrosynthesis dataset with 1.9M reactions from patents (1976-2016). Predict the reactants needed to synthesize the given product. (1) Given the product [F:42][C:39]1[CH:38]=[CH:37][C:36]([N:33]2[CH2:32][CH2:31][N:30]([C:28](=[O:29])[CH2:27][N:6]3[C:7]([CH3:12])=[C:8]([N+:9]([O-:11])=[O:10])[C:4]([C:3]([F:13])([F:14])[C:2]([F:1])([F:19])[C:15]([F:17])([F:18])[F:16])=[N:5]3)[CH2:35][CH2:34]2)=[CH:41][CH:40]=1, predict the reactants needed to synthesize it. The reactants are: [F:1][C:2]([F:19])([C:15]([F:18])([F:17])[F:16])[C:3]([F:14])([F:13])[C:4]1[C:8]([N+:9]([O-:11])=[O:10])=[C:7]([CH3:12])[NH:6][N:5]=1.C([O-])([O-])=O.[K+].[K+].Cl[CH2:27][C:28]([N:30]1[CH2:35][CH2:34][N:33]([C:36]2[CH:41]=[CH:40][C:39]([F:42])=[CH:38][CH:37]=2)[CH2:32][CH2:31]1)=[O:29].CN(C=O)C. (2) Given the product [CH3:25][CH:26]1[N:27]([C:32]2[N:37]=[CH:36][C:35]([O:38][CH2:39][C:40]3[CH:45]=[CH:44][C:43]([S:46]([CH3:49])(=[O:48])=[O:47])=[CH:42][CH:41]=3)=[CH:34][N:33]=2)[CH2:28][CH2:29][N:30]([C:8]([O:17][C@@H:18]2[CH2:22][CH2:21][O:20][CH2:19]2)=[O:23])[CH2:31]1, predict the reactants needed to synthesize it. The reactants are: C(N(CC)CC)C.[C:8](=[O:23])([O:17][CH:18]1[CH2:22][CH2:21][O:20][CH2:19]1)ON1C(=O)CCC1=O.Cl.[CH3:25][C@@H:26]1[CH2:31][NH:30][CH2:29][CH2:28][N:27]1[C:32]1[N:37]=[CH:36][C:35]([O:38][CH2:39][C:40]2[CH:45]=[CH:44][C:43]([S:46]([CH3:49])(=[O:48])=[O:47])=[CH:42][CH:41]=2)=[CH:34][N:33]=1.